From a dataset of Full USPTO retrosynthesis dataset with 1.9M reactions from patents (1976-2016). Predict the reactants needed to synthesize the given product. (1) Given the product [C:22]([C:21]1[CH:24]=[CH:25][C:18]([NH:1][C:2]2[N:7]=[C:6]([NH:8][CH2:9][CH2:10][CH3:11])[C:5]([C:12]([O:14][CH2:15][CH3:16])=[O:13])=[CH:4][N:3]=2)=[CH:19][CH:20]=1)#[N:23], predict the reactants needed to synthesize it. The reactants are: [NH2:1][C:2]1[N:7]=[C:6]([NH:8][CH2:9][CH2:10][CH3:11])[C:5]([C:12]([O:14][CH2:15][CH3:16])=[O:13])=[CH:4][N:3]=1.Br[C:18]1[CH:25]=[CH:24][C:21]([C:22]#[N:23])=[CH:20][CH:19]=1.C(=O)([O-])[O-].[Cs+].[Cs+]. (2) Given the product [N:5]1[CH:6]=[CH:7][C:2]([C:13]2[CH:14]=[CH:15][C:10]([CH2:9][OH:8])=[CH:11][CH:12]=2)=[CH:3][N:4]=1, predict the reactants needed to synthesize it. The reactants are: Br[C:2]1[CH:7]=[CH:6][N:5]=[N:4][CH:3]=1.[OH:8][CH2:9][C:10]1[CH:15]=[CH:14][C:13](B(O)O)=[CH:12][CH:11]=1.C(=O)([O-])[O-].[K+].[K+].O.